This data is from Reaction yield outcomes from USPTO patents with 853,638 reactions. The task is: Predict the reaction yield, written as a fraction of the theoretical maximum amount of product (1.0 means a 100% yield; for example, 0.34 means a 34% yield). (1) The reactants are [CH2:1]([O:8][C:9]1[CH:10]=[C:11]2[C:15](=[CH:16][CH:17]=1)[NH:14][CH:13]=[CH:12]2)[C:2]1[CH:7]=[CH:6][CH:5]=[CH:4][CH:3]=1.[H-].[Na+].[CH3:20]I. The catalyst is CN(C=O)C.O. The product is [CH2:1]([O:8][C:9]1[CH:10]=[C:11]2[C:15](=[CH:16][CH:17]=1)[N:14]([CH3:20])[CH:13]=[CH:12]2)[C:2]1[CH:3]=[CH:4][CH:5]=[CH:6][CH:7]=1. The yield is 0.830. (2) The reactants are Br[C:2]1[C:3]2[C:8]([CH:9]=[C:10]3[C:15]=1[CH:14]=[CH:13][CH:12]=[CH:11]3)=[CH:7][CH:6]=[CH:5][CH:4]=2.[C:16]1([BrH](O)(=O)=O)[CH:21]=[CH:20][CH:19]=[CH:18][CH:17]=1.C(=O)([O-])[O-].[K+].[K+].C1(C)C=CC=CC=1P(C1C=CC=CC=1C)C1C=CC=CC=1C. The catalyst is CC([O-])=O.CC([O-])=O.[Pd+2].COCCOC. The product is [C:16]1([C:2]2[C:3]3[C:8]([CH:9]=[C:10]4[C:15]=2[CH:14]=[CH:13][CH:12]=[CH:11]4)=[CH:7][CH:6]=[CH:5][CH:4]=3)[CH:21]=[CH:20][CH:19]=[CH:18][CH:17]=1. The yield is 0.850.